The task is: Predict the reaction yield, written as a fraction of the theoretical maximum amount of product (1.0 means a 100% yield; for example, 0.34 means a 34% yield).. This data is from Reaction yield outcomes from USPTO patents with 853,638 reactions. The reactants are [NH:1]1[CH:5]=[C:4]([C:6]2[CH:22]=[CH:21][CH:20]=[CH:19][C:7]=2[O:8][CH2:9][C:10]([C:12]2[CH:17]=[CH:16][CH:15]=[C:14]([Br:18])[CH:13]=2)=[O:11])[N:3]=[CH:2]1.[BH4-].[Na+]. The catalyst is CO. The product is [NH:1]1[CH:5]=[C:4]([C:6]2[CH:22]=[CH:21][CH:20]=[CH:19][C:7]=2[O:8][CH2:9][CH:10]([C:12]2[CH:17]=[CH:16][CH:15]=[C:14]([Br:18])[CH:13]=2)[OH:11])[N:3]=[CH:2]1. The yield is 0.840.